From a dataset of Peptide-MHC class II binding affinity with 134,281 pairs from IEDB. Regression. Given a peptide amino acid sequence and an MHC pseudo amino acid sequence, predict their binding affinity value. This is MHC class II binding data. (1) The peptide sequence is PCVFIKRVSNVIIHG. The MHC is DRB1_0101 with pseudo-sequence DRB1_0101. The binding affinity (normalized) is 0.676. (2) The peptide sequence is PNTDGIHIGDSSKVT. The MHC is HLA-DPA10201-DPB10101 with pseudo-sequence HLA-DPA10201-DPB10101. The binding affinity (normalized) is 0. (3) The peptide sequence is MLIESNLAGSNDNFL. The MHC is DRB1_1101 with pseudo-sequence DRB1_1101. The binding affinity (normalized) is 0.352. (4) The peptide sequence is LEAVDNWVEFKGYAL. The MHC is DRB1_0101 with pseudo-sequence DRB1_0101. The binding affinity (normalized) is 0.604.